The task is: Predict the reaction yield, written as a fraction of the theoretical maximum amount of product (1.0 means a 100% yield; for example, 0.34 means a 34% yield).. This data is from Reaction yield outcomes from USPTO patents with 853,638 reactions. (1) The product is [Br:1][CH2:2][CH2:3][CH2:4][C:5]([O:33][C@H:14]([C:15]1[CH:16]=[CH:17][C:18]([C:21]2[CH:22]=[N:23][C:24]([CH2:27][NH:28][S:29]([CH3:32])(=[O:30])=[O:31])=[CH:25][CH:26]=2)=[CH:19][CH:20]=1)[C@H:13]([NH:12][C:10](=[O:11])[CH:9]([F:8])[F:36])[CH2:34][F:35])=[O:6]. The catalyst is CN(C)C1C=CN=CC=1.CN(C)C=O. The reactants are [Br:1][CH2:2][CH2:3][CH2:4][C:5](Cl)=[O:6].[F:8][CH:9]([F:36])[C:10]([NH:12][C@H:13]([CH2:34][F:35])[C@H:14]([OH:33])[C:15]1[CH:20]=[CH:19][C:18]([C:21]2[CH:22]=[N:23][C:24]([CH2:27][NH:28][S:29]([CH3:32])(=[O:31])=[O:30])=[CH:25][CH:26]=2)=[CH:17][CH:16]=1)=[O:11].C(N(CC)C(C)C)(C)C. The yield is 0.590. (2) The reactants are C[N:2](C)[C:3]([C:5]1N(C(OC(C)(C)C)=O)[C:7]2[C:12]([CH:13]=1)=[CH:11][C:10]([C:14]1[CH:19]=[CH:18][CH:17]=[CH:16][CH:15]=1)=[CH:9][C:8]=2C(OC(C)(C)C)=O)=[O:4].C[N:36]([C:38]([O:42]N1N=NC2C=CC=NC1=2)=[N+](C)C)C.F[P-](F)(F)(F)(F)F.[Cl-].[NH4+].C([N:64](C(C)C)CC)(C)C. The catalyst is FC(F)(F)C([O-])=O.ClCCl.CN(C=O)C.C(OCC)(=O)C. The product is [C:14]1([C:10]2[CH:11]=[C:12]3[C:13](=[C:5]([C:3]([NH2:2])=[O:4])[CH:9]=2)[NH:64][C:8]([C:38]([NH2:36])=[O:42])=[CH:7]3)[CH:15]=[CH:16][CH:17]=[CH:18][CH:19]=1. The yield is 0.130. (3) The reactants are Br[C:2]1[C:3]2[CH:10]=[CH:9][CH:8]=[CH:7][C:4]=2[S:5][CH:6]=1.C([Mg]Cl)(C)C.[C:16]([O:20][C:21]([N:23]1[CH2:26][C:25](=[O:27])[CH2:24]1)=[O:22])([CH3:19])([CH3:18])[CH3:17]. The catalyst is O1CCCC1. The product is [C:16]([O:20][C:21]([N:23]1[CH2:26][C:25]([C:2]2[C:3]3[CH:10]=[CH:9][CH:8]=[CH:7][C:4]=3[S:5][CH:6]=2)([OH:27])[CH2:24]1)=[O:22])([CH3:19])([CH3:17])[CH3:18]. The yield is 0.210. (4) The reactants are CN(C(ON1N=NC2C=CC=NC1=2)=[N+](C)C)C.F[P-](F)(F)(F)(F)F.[F:25][C:26]1[CH:27]=[C:28]([NH:37][C:38]([C@H:40]2[C:49]3[C:44](=[CH:45][C:46]([O:50][CH2:51][CH3:52])=[CH:47][CH:48]=3)[CH2:43][CH2:42][NH:41]2)=[O:39])[CH:29]=[C:30]([F:36])[C:31]=1[Si:32]([CH3:35])([CH3:34])[CH3:33].CCN(C(C)C)C(C)C.[C@H:62]1([C:69](O)=[O:70])[CH2:65][C@@H:64]([C:66]([OH:68])=[O:67])[CH2:63]1. The catalyst is CN(C=O)C.O.C(#N)C.O. The product is [F:25][C:26]1[CH:27]=[C:28]([NH:37][C:38]([C@H:40]2[C:49]3[C:44](=[CH:45][C:46]([O:50][CH2:51][CH3:52])=[CH:47][CH:48]=3)[CH2:43][CH2:42][N:41]2[C:69]([C@@H:62]2[CH2:65][C@H:64]([C:66]([OH:68])=[O:67])[CH2:63]2)=[O:70])=[O:39])[CH:29]=[C:30]([F:36])[C:31]=1[Si:32]([CH3:33])([CH3:35])[CH3:34]. The yield is 0.285. (5) The reactants are [H-].[Na+].[CH3:3][C:4]1[N:8]2[C:9]3[CH:15]=[C:14]([CH3:16])[NH:13][C:10]=3[CH:11]=[CH:12][C:7]2=[N:6][N:5]=1.[CH3:17][O:18][C:19]1[CH:26]=[CH:25][C:22]([CH2:23]Cl)=[CH:21][CH:20]=1. The catalyst is CN(C=O)C. The product is [CH3:17][O:18][C:19]1[CH:26]=[CH:25][C:22]([CH2:23][N:13]2[C:10]3[CH:11]=[CH:12][C:7]4[N:8]([C:4]([CH3:3])=[N:5][N:6]=4)[C:9]=3[CH:15]=[C:14]2[CH3:16])=[CH:21][CH:20]=1. The yield is 0.600. (6) The reactants are C([O-])([O-])=O.[K+].[K+].C1(P(C2CCCCC2)C2C=CC=CC=2C2C(C(C)C)=CC(C(C)C)=CC=2C(C)C)CCCCC1.Cl[C:42]1[C:47](=[O:48])[N:46]([CH3:49])[CH:45]=[C:44]2[C:50](=[O:66])[N:51]([CH2:54][CH2:55][C:56]3[CH:65]=[CH:64][C:63]4[C:58](=[CH:59][CH:60]=[CH:61][CH:62]=4)[N:57]=3)[C:52](=[O:53])[C:43]=12.[NH:67]1[CH2:72][CH2:71][S:70](=[O:74])(=[O:73])[CH2:69][CH2:68]1. The catalyst is C1(C)C=CC=CC=1.C1C=CC(/C=C/C(/C=C/C2C=CC=CC=2)=O)=CC=1.C1C=CC(/C=C/C(/C=C/C2C=CC=CC=2)=O)=CC=1.C1C=CC(/C=C/C(/C=C/C2C=CC=CC=2)=O)=CC=1.[Pd].[Pd]. The product is [CH3:49][N:46]1[C:47](=[O:48])[C:42]([N:67]2[CH2:72][CH2:71][S:70](=[O:74])(=[O:73])[CH2:69][CH2:68]2)=[C:43]2[C:52](=[O:53])[N:51]([CH2:54][CH2:55][C:56]3[CH:65]=[CH:64][C:63]4[C:58](=[CH:59][CH:60]=[CH:61][CH:62]=4)[N:57]=3)[C:50](=[O:66])[C:44]2=[CH:45]1. The yield is 0.630. (7) The reactants are [N:1]1[CH:6]=[CH:5][CH:4]=[N:3][C:2]=1[NH:7][CH2:8][CH2:9][CH2:10][O:11][C:12]1[CH:28]=[CH:27][C:15]2[CH2:16][CH:17]([CH2:22][C:23]([O:25]C)=[O:24])[C:18](=[O:21])[NH:19][CH2:20][C:14]=2[CH:13]=1.O.[OH-].[Li+]. The catalyst is C1COCC1.O. The product is [N:1]1[CH:6]=[CH:5][CH:4]=[N:3][C:2]=1[NH:7][CH2:8][CH2:9][CH2:10][O:11][C:12]1[CH:28]=[CH:27][C:15]2[CH2:16][CH:17]([CH2:22][C:23]([OH:25])=[O:24])[C:18](=[O:21])[NH:19][CH2:20][C:14]=2[CH:13]=1. The yield is 0.730. (8) The reactants are Cl.[C:2]1([N:12]2[CH:17](C)[CH2:16][CH2:15][C:14]3([CH2:23][CH2:22][NH:21][CH2:20][CH2:19]3)[C:13]2=[O:24])[C:11]2[C:6](=[CH:7][CH:8]=[CH:9][CH:10]=2)[CH:5]=[CH:4][CH:3]=1.Cl[C:26]1[CH:35]=[N:34][C:33]2[C:28](=[CH:29][CH:30]=[CH:31][CH:32]=2)[N:27]=1.[CH2:36](N(CC)CC)C. The catalyst is CCO. The product is [C:11]1([CH2:2][N:12]2[CH2:17][CH2:16][CH2:15][C:14]3([CH2:19][CH2:20][N:21]([C:26]4[CH:35]=[N:34][C:33]5[C:28](=[CH:29][CH:30]=[CH:31][CH:32]=5)[N:27]=4)[CH2:22][CH2:23]3)[C:13]2=[O:24])[C:6]2[C:7](=[CH:8][CH:3]=[CH:4][CH:5]=2)[CH:36]=[CH:9][CH:10]=1. The yield is 0.530.